Dataset: Full USPTO retrosynthesis dataset with 1.9M reactions from patents (1976-2016). Task: Predict the reactants needed to synthesize the given product. (1) Given the product [Cl:53][C:52]1[CH:50]=[CH:49][C:10]2[C:8](=[CH:7][CH:6]=[CH:5][CH:11]=2)[C:9]=1[O:41][P:28](=[N:12][C@H:13]([C:22]1[CH:23]=[CH:24][CH:25]=[CH:26][CH:27]=1)[C:14]([O:16][CH2:17][C:18]([CH3:21])([CH3:20])[CH3:19])=[O:15])=[O:29], predict the reactants needed to synthesize it. The reactants are: S([C:5]1[CH:11]=[CH:10][C:8]([CH3:9])=[CH:7][CH:6]=1)([O-])(=O)=O.[NH2:12][C@H:13]([C:22]1[CH:27]=[CH:26][CH:25]=[CH:24][CH:23]=1)[C:14]([O:16][CH2:17][C:18]([CH3:21])([CH3:20])[CH3:19])=[O:15].[P:28](Cl)(Cl)(=[O:41])[O:29]OC1C2C(=CC=CC=2)C=CC=1.C(N([CH2:49][CH3:50])CC)C.Cl[CH2:52][Cl:53]. (2) Given the product [Cl:1][C:2]1[CH:3]=[C:4]([C:8]2[C:17]3[C:12](=[CH:13][CH:14]=[C:15]([C:18]([OH:19])([C:25]4[N:29]([CH3:30])[CH:28]=[N:27][CH:26]=4)[C:20]4[S:21][CH:22]=[CH:23][N:24]=4)[CH:16]=3)[NH:11][C:10](=[O:31])[CH:9]=2)[CH:5]=[CH:6][CH:7]=1, predict the reactants needed to synthesize it. The reactants are: [Cl:1][C:2]1[CH:3]=[C:4]([C:8]2[C:17]3[C:12](=[CH:13][CH:14]=[C:15]([C:18]([C:25]4[N:29]([CH3:30])[CH:28]=[N:27][CH:26]=4)([C:20]4[S:21][CH:22]=[CH:23][N:24]=4)[OH:19])[CH:16]=3)[N:11]=[C:10]([O:31]C)[CH:9]=2)[CH:5]=[CH:6][CH:7]=1.[NH4+].[OH-]. (3) Given the product [CH3:38][N:17]([CH:18]([C:21]1[C:22]([CH3:37])=[N:23][C:24]([C:27]2[CH:32]=[CH:31][CH:30]=[C:29]([C:33]([F:34])([F:36])[F:35])[CH:28]=2)=[CH:25][CH:26]=1)[CH2:19][CH3:20])[C:10]1[C:11]2[C:16](=[CH:15][CH:14]=[CH:13][CH:12]=2)[C:7]([O:6][CH2:5][C:4]([OH:39])=[O:3])=[CH:8][CH:9]=1, predict the reactants needed to synthesize it. The reactants are: C([O:3][C:4](=[O:39])[CH2:5][O:6][C:7]1[C:16]2[C:11](=[CH:12][CH:13]=[CH:14][CH:15]=2)[C:10]([N:17]([CH3:38])[CH:18]([C:21]2[C:22]([CH3:37])=[N:23][C:24]([C:27]3[CH:32]=[CH:31][CH:30]=[C:29]([C:33]([F:36])([F:35])[F:34])[CH:28]=3)=[CH:25][CH:26]=2)[CH2:19][CH3:20])=[CH:9][CH:8]=1)C.[OH-].[Na+].Cl. (4) Given the product [NH2:1][C:2]1[N:6]([CH:7]2[CH2:12][CH2:11][CH2:10][N:9]([C:29](=[O:32])[C:30]#[CH:31])[CH2:8]2)[N:5]=[C:4]([C:13]2[CH:14]=[CH:15][C:16]([O:19][C:20]3[CH:25]=[CH:24][CH:23]=[CH:22][CH:21]=3)=[CH:17][CH:18]=2)[C:3]=1[C:26]([NH2:28])=[O:27], predict the reactants needed to synthesize it. The reactants are: [NH2:1][C:2]1[N:6]([CH:7]2[CH2:12][CH2:11][CH2:10][NH:9][CH2:8]2)[N:5]=[C:4]([C:13]2[CH:18]=[CH:17][C:16]([O:19][C:20]3[CH:25]=[CH:24][CH:23]=[CH:22][CH:21]=3)=[CH:15][CH:14]=2)[C:3]=1[C:26]([NH2:28])=[O:27].[C:29](O)(=[O:32])[C:30]#[CH:31]. (5) Given the product [OH:23][CH:22]([CH2:24][NH:31][CH2:30][C:29]1[CH:32]=[CH:33][CH:34]=[C:27]([C:26]([F:35])([F:36])[F:25])[CH:28]=1)[CH2:21][O:20][C:14]1[CH:13]=[C:12]2[C:17]([C:18](=[O:19])[C:9]([C:6]3[CH:7]=[CH:8][C:3]([O:2][CH3:1])=[CH:4][CH:5]=3)=[CH:10][O:11]2)=[CH:16][CH:15]=1, predict the reactants needed to synthesize it. The reactants are: [CH3:1][O:2][C:3]1[CH:8]=[CH:7][C:6]([C:9]2[C:18](=[O:19])[C:17]3[C:12](=[CH:13][C:14]([O:20][CH2:21][CH:22]4[CH2:24][O:23]4)=[CH:15][CH:16]=3)[O:11][CH:10]=2)=[CH:5][CH:4]=1.[F:25][C:26]([F:36])([F:35])[C:27]1[CH:28]=[C:29]([CH:32]=[CH:33][CH:34]=1)[CH2:30][NH2:31].C(N(C(C)C)CC)(C)C. (6) Given the product [CH3:5][C:4]1([CH3:17])[C:2]([CH3:3])([CH3:1])[C:16]2[C:11](=[CH:12][CH:13]=[CH:14][CH:15]=2)[N:10]2[N:9]=[CH:8][CH:7]=[C:6]12, predict the reactants needed to synthesize it. The reactants are: [CH3:1][C:2](O)([C:4]([CH3:17])([C:6]1[N:10]([C:11]2[CH:16]=[CH:15][CH:14]=[CH:13][CH:12]=2)[N:9]=[CH:8][CH:7]=1)[CH3:5])[CH3:3].[Cl-].[Cl-].[Cl-].[Al+3]. (7) The reactants are: [CH3:1][N:2]([CH3:24])[C:3]1[C:12]2[C:7](=[CH:8][CH:9]=[CH:10][CH:11]=2)[C:6]([C:13]2[O:14][C:15](=[O:23])[C:16]3[N:22]=[CH:21][CH:20]=[CH:19][C:17]=3[N:18]=2)=[CH:5][CH:4]=1.[CH2:25]([CH:27]([CH2:30][CH3:31])[CH2:28][NH2:29])[CH3:26]. Given the product [CH3:1][N:2]([CH3:24])[C:3]1[C:12]2[C:7](=[CH:8][CH:9]=[CH:10][CH:11]=2)[C:6]([C:13]([NH:18][C:17]2[C:16]([C:15]([NH:29][CH2:28][CH:27]([CH2:30][CH3:31])[CH2:25][CH3:26])=[O:23])=[N:22][CH:21]=[CH:20][CH:19]=2)=[O:14])=[CH:5][CH:4]=1, predict the reactants needed to synthesize it. (8) Given the product [Br:1][C:2]1[CH:7]=[N:6][CH:5]=[C:4]([C@@H:8]2[C@:9]([C:12]3[CH:17]=[C:16]([F:18])[CH:15]=[CH:14][C:13]=3[F:19])([CH3:10])[O:20]2)[CH:3]=1, predict the reactants needed to synthesize it. The reactants are: [Br:1][C:2]1[CH:3]=[C:4]([C@@H:8]([OH:20])[C@:9]([C:12]2[CH:17]=[C:16]([F:18])[CH:15]=[CH:14][C:13]=2[F:19])(O)[CH3:10])[CH:5]=[N:6][CH:7]=1.[Br:1][C:2]1[CH:3]=[C:4]([C@@H:8]([OH:20])[C@@:9]([C:12]2[CH:17]=[C:16]([F:18])[CH:15]=[CH:14][C:13]=2[F:19])(O)[CH3:10])[CH:5]=[N:6][CH:7]=1.CCN(CC)CC.CS(Cl)(=O)=O.C(=O)([O-])[O-].[K+].[K+].